From a dataset of Catalyst prediction with 721,799 reactions and 888 catalyst types from USPTO. Predict which catalyst facilitates the given reaction. Reactant: [NH2:1][C:2]1[CH:3]=[C:4]2[C:9](=[CH:10][CH:11]=1)[N:8]=[CH:7][N:6]=[C:5]2[NH:12][C:13]1[CH:18]=[CH:17][CH:16]=[C:15]([Br:19])[CH:14]=1.[C:20](Cl)(=[O:23])[CH2:21][CH3:22]. Product: [Br:19][C:15]1[CH:14]=[C:13]([NH:12][C:5]2[C:4]3[C:9](=[CH:10][CH:11]=[C:2]([NH:1][C:20](=[O:23])[CH2:21][CH3:22])[CH:3]=3)[N:8]=[CH:7][N:6]=2)[CH:18]=[CH:17][CH:16]=1. The catalyst class is: 1.